From a dataset of Peptide-MHC class II binding affinity with 134,281 pairs from IEDB. Regression. Given a peptide amino acid sequence and an MHC pseudo amino acid sequence, predict their binding affinity value. This is MHC class II binding data. The peptide sequence is PEEIKQLQQFQKEDA. The MHC is DRB1_0405 with pseudo-sequence DRB1_0405. The binding affinity (normalized) is 0.171.